This data is from Full USPTO retrosynthesis dataset with 1.9M reactions from patents (1976-2016). The task is: Predict the reactants needed to synthesize the given product. (1) Given the product [F:20][C:17]1[CH:18]=[C:19]2[C:14]([N:13]=[CH:12][C:11](=[O:21])[N:10]2[CH2:9][CH:8]([NH:22][S:23]([C:26]2[CH:31]=[CH:30][CH:29]=[CH:28][C:27]=2[N+:32]([O-:34])=[O:33])(=[O:25])=[O:24])[C@H:5]2[CH2:6][CH2:7][C@H:2]([NH:1][CH2:62][C:60]3[N:59]=[CH:58][C:55]4[O:56][CH2:57][C:52](=[O:51])[NH:53][C:54]=4[N:61]=3)[CH2:3][CH2:4]2)=[CH:15][CH:16]=1, predict the reactants needed to synthesize it. The reactants are: [NH2:1][C@H:2]1[CH2:7][CH2:6][C@H:5]([CH:8]([NH:22][S:23]([C:26]2[CH:31]=[CH:30][CH:29]=[CH:28][C:27]=2[N+:32]([O-:34])=[O:33])(=[O:25])=[O:24])[CH2:9][N:10]2[C:19]3[C:14](=[CH:15][CH:16]=[C:17]([F:20])[CH:18]=3)[N:13]=[CH:12][C:11]2=[O:21])[CH2:4][CH2:3]1.FC(F)(F)C(O)=O.CCN(C(C)C)C(C)C.[O:51]=[C:52]1[CH2:57][O:56][C:55]2[CH:58]=[N:59][C:60]([CH:62]=O)=[N:61][C:54]=2[NH:53]1.C(O[BH-](OC(=O)C)OC(=O)C)(=O)C.[Na+]. (2) Given the product [F:12][C:13]1[CH:14]=[CH:15][C:16]([NH:19][NH:20][C:9]([N:8]2[CH:5]3[CH2:6][CH2:7][CH:1]2[CH2:2][CH2:3][CH2:4]3)=[O:10])=[N:17][CH:18]=1, predict the reactants needed to synthesize it. The reactants are: [CH:1]12[N:8]([C:9](Cl)=[O:10])[CH:5]([CH2:6][CH2:7]1)[CH2:4][CH2:3][CH2:2]2.[F:12][C:13]1[CH:14]=[CH:15][C:16]([NH:19][NH2:20])=[N:17][CH:18]=1.CCN(C(C)C)C(C)C. (3) Given the product [Cl:1][C:2]1[CH:7]=[CH:6][C:5]([CH2:8][N:9]2[CH2:10][CH2:11][NH:12][CH2:13][CH2:14]2)=[C:4]([N:22]2[CH2:27][CH2:26][N:25]3[N:28]=[CH:29][N:30]=[C:24]3[CH2:23]2)[CH:3]=1, predict the reactants needed to synthesize it. The reactants are: [Cl:1][C:2]1[CH:7]=[CH:6][C:5]([CH2:8][N:9]2[CH2:14][CH2:13][N:12](C(OC(C)(C)C)=O)[CH2:11][CH2:10]2)=[C:4]([N:22]2[CH2:27][CH2:26][N:25]3[N:28]=[CH:29][N:30]=[C:24]3[CH2:23]2)[CH:3]=1.FC(F)(F)C(O)=O. (4) Given the product [CH3:10][C:11]1[CH:16]=[C:15]([N+:17]([O-:19])=[O:18])[CH:14]=[CH:13][C:12]=1[N:20]=[C:21]1[N:6]([CH2:5][CH:2]2[CH2:4][CH2:3]2)[CH2:7][CH2:8][S:22]1, predict the reactants needed to synthesize it. The reactants are: [Cl-].[CH:2]1([CH2:5][NH2+:6][CH2:7][CH2:8]Cl)[CH2:4][CH2:3]1.[CH3:10][C:11]1[CH:16]=[C:15]([N+:17]([O-:19])=[O:18])[CH:14]=[CH:13][C:12]=1[N:20]=[C:21]=[S:22]. (5) Given the product [CH3:42][Si:41]([CH3:44])([CH3:43])[CH2:40][CH2:39][O:38][CH2:37][N:10]1[C:11]2=[N:12][CH:13]=[CH:14][N:15]=[C:16]2[C:8]([C:6]([NH2:5])=[O:7])=[CH:9]1, predict the reactants needed to synthesize it. The reactants are: C([NH:5][C:6]([C:8]1[C:16]2[C:11](=[N:12][CH:13]=[C:14](C3C4C(=CC=C(OC(F)F)C=4)N(CC4OCCNC4)N=3)[N:15]=2)[N:10]([CH2:37][O:38][CH2:39][CH2:40][Si:41]([CH3:44])([CH3:43])[CH3:42])[CH:9]=1)=[O:7])(C)(C)C.C=O.C(O[BH-](OC(=O)C)OC(=O)C)(=O)C.[Na+]. (6) Given the product [NH2:1][C:2]1[CH:11]=[C:10]([Br:16])[C:9]2[C:4](=[CH:5][CH:6]=[C:7]([F:13])[CH:8]=2)[N:3]=1, predict the reactants needed to synthesize it. The reactants are: [NH2:1][C:2]1[CH:11]=[C:10](O)[C:9]2[C:4](=[CH:5][CH:6]=[C:7]([F:13])[CH:8]=2)[N:3]=1.P(Br)(Br)([Br:16])=O.[OH-].[Na+].